Dataset: Full USPTO retrosynthesis dataset with 1.9M reactions from patents (1976-2016). Task: Predict the reactants needed to synthesize the given product. (1) The reactants are: [C:1]([O:5][C:6]([N:8]1[CH:12]2[CH2:13][CH2:14][CH2:15][CH:11]2[NH:10][C:9]1=[O:16])=[O:7])([CH3:4])([CH3:3])[CH3:2].[H-].[Na+].I[CH3:20]. Given the product [C:1]([O:5][C:6]([N:8]1[CH:12]2[CH2:13][CH2:14][CH2:15][CH:11]2[N:10]([CH3:20])[C:9]1=[O:16])=[O:7])([CH3:4])([CH3:2])[CH3:3], predict the reactants needed to synthesize it. (2) Given the product [Cl:23][C:24]1[CH:29]=[CH:28][C:27]([C:2]2[S:6][C:5]([O:7][CH2:8][C:9]3[C:14]([CH3:15])=[CH:13][CH:12]=[CH:11][C:10]=3[N:16]3[C:20](=[O:21])[N:19]([CH3:22])[N:18]=[N:17]3)=[CH:4][CH:3]=2)=[CH:26][CH:25]=1, predict the reactants needed to synthesize it. The reactants are: Br[C:2]1[S:6][C:5]([O:7][CH2:8][C:9]2[C:14]([CH3:15])=[CH:13][CH:12]=[CH:11][C:10]=2[N:16]2[C:20](=[O:21])[N:19]([CH3:22])[N:18]=[N:17]2)=[CH:4][CH:3]=1.[Cl:23][C:24]1[CH:29]=[CH:28][C:27](B(O)O)=[CH:26][CH:25]=1.C(=O)([O-])[O-].[Na+].[Na+].C(=O)(O)[O-].[Na+]. (3) Given the product [O:1]=[C:2]1[CH2:7][CH2:6][N:5]([C:8]2[N:13]=[C:12]([O:14][C:15]3[CH:49]=[CH:48][CH:47]=[CH:46][C:16]=3[CH2:17][NH:18][C:19]([NH:21][C:22]3[N:26]([C:27]4[CH:32]=[CH:31][C:30]([CH3:33])=[C:29]([OH:34])[CH:28]=4)[N:25]=[C:24]([C:42]([CH3:43])([CH3:44])[CH3:45])[CH:23]=3)=[O:20])[CH:11]=[CH:10][N:9]=2)[CH2:4][CH2:3]1, predict the reactants needed to synthesize it. The reactants are: [O:1]=[C:2]1[CH2:7][CH2:6][N:5]([C:8]2[N:13]=[C:12]([O:14][C:15]3[CH:49]=[CH:48][CH:47]=[CH:46][C:16]=3[CH2:17][NH:18][C:19]([NH:21][C:22]3[N:26]([C:27]4[CH:32]=[CH:31][C:30]([CH3:33])=[C:29]([O:34]CC5C=CC=CC=5)[CH:28]=4)[N:25]=[C:24]([C:42]([CH3:45])([CH3:44])[CH3:43])[CH:23]=3)=[O:20])[CH:11]=[CH:10][N:9]=2)[CH2:4][CH2:3]1.